From a dataset of Reaction yield outcomes from USPTO patents with 853,638 reactions. Predict the reaction yield, written as a fraction of the theoretical maximum amount of product (1.0 means a 100% yield; for example, 0.34 means a 34% yield). (1) The yield is 0.720. The reactants are [OH:1][C:2]1[CH:7]=[CH:6][C:5]([N:8]2[C:13](=[O:14])[C:12]([CH2:15][C:16]3[CH:21]=[CH:20][C:19]([C:22]4[C:23]([C:28]#[N:29])=[CH:24][CH:25]=[CH:26][CH:27]=4)=[CH:18][CH:17]=3)=[C:11]([CH2:30][CH2:31][CH3:32])[N:10]=[C:9]2[CH3:33])=[CH:4][CH:3]=1.[F:34][CH2:35][CH:36](O)[CH2:37][F:38].C1(P(C2C=CC=CC=2)C2C=CC=CC=2)C=CC=CC=1.[N:60]([C:61]([O:63]C(C)C)=[O:62])=[N:60][C:61]([O:63]C(C)C)=[O:62]. The product is [F:34][CH2:35][CH:36]([CH2:37][F:38])[O:1][C:2]1[CH:3]=[CH:4][C:5]([N:8]2[C:13](=[O:14])[C:12]([CH2:15][C:16]3[CH:21]=[CH:20][C:19]([C:22]4[CH:27]=[CH:26][CH:25]=[CH:24][C:23]=4[C:28]4[NH:60][C:61](=[O:62])[O:63][N:29]=4)=[CH:18][CH:17]=3)=[C:11]([CH2:30][CH2:31][CH3:32])[N:10]=[C:9]2[CH3:33])=[CH:6][CH:7]=1. The catalyst is O1CCCC1.O.C(OCC)(=O)C. (2) The reactants are [CH2:1]([O:3][C:4]([CH:6]1[CH2:10][CH2:9][N:8](CC2C=CC=CC=2)[CH2:7]1)=[O:5])[CH3:2]. The catalyst is C(O)C.[OH-].[OH-].[Pd+2]. The product is [CH2:1]([O:3][C:4]([CH:6]1[CH2:10][CH2:9][NH:8][CH2:7]1)=[O:5])[CH3:2]. The yield is 0.990. (3) The reactants are [N:1]1([C:7]([C:9]2[CH:10]=[C:11]3[C:16](=[C:17]([CH:19]4[CH2:23][CH2:22][CH2:21][NH:20]4)[CH:18]=2)[O:15][C:14]([N:24]2[CH2:29][CH2:28][O:27][CH2:26][CH2:25]2)=[CH:13][C:12]3=[O:30])=[O:8])[CH2:6][CH2:5][O:4][CH2:3][CH2:2]1.Br[C:32]1[CH:37]=[C:36]([F:38])[CH:35]=[C:34]([F:39])[CH:33]=1.C(=O)([O-])[O-].[Cs+].[Cs+].CC1(C)C2C=CC=C(P(C3C=CC=CC=3)C3C=CC=CC=3)C=2OC2C1=CC=CC=2P(C1C=CC=CC=1)C1C=CC=CC=1. The catalyst is O1CCOCC1.C(O[Pd]OC(=O)C)(=O)C. The product is [F:38][C:36]1[CH:37]=[C:32]([N:20]2[CH2:21][CH2:22][CH2:23][CH:19]2[C:17]2[CH:18]=[C:9]([C:7]([N:1]3[CH2:6][CH2:5][O:4][CH2:3][CH2:2]3)=[O:8])[CH:10]=[C:11]3[C:16]=2[O:15][C:14]([N:24]2[CH2:25][CH2:26][O:27][CH2:28][CH2:29]2)=[CH:13][C:12]3=[O:30])[CH:33]=[C:34]([F:39])[CH:35]=1. The yield is 0.750. (4) The product is [CH3:7][N:8]1[C:9]([CH3:19])=[CH:10][C:11]([C:13]2[CH:18]=[CH:17][CH:16]=[CH:15][CH:14]=2)=[C:12]1[C:1](=[O:5])[C:2]([Cl:4])=[O:3]. The catalyst is ClCCl. The yield is 0.990. The reactants are [C:1](Cl)(=[O:5])[C:2]([Cl:4])=[O:3].[CH3:7][N:8]1[CH:12]=[C:11]([C:13]2[CH:18]=[CH:17][CH:16]=[CH:15][CH:14]=2)[CH:10]=[C:9]1[CH3:19].